Dataset: Forward reaction prediction with 1.9M reactions from USPTO patents (1976-2016). Task: Predict the product of the given reaction. Given the reactants [F:1][C:2]1[C:7]([O:8][CH3:9])=[CH:6][C:5]([O:10][CH3:11])=[C:4]([F:12])[C:3]=1[C:13]1[N:18]=[C:17]2[NH:19][N:20]=[C:21](I)[C:16]2=[CH:15][N:14]=1.[OH:23][C@@H:24]1[CH2:29][CH2:28][C@H:27]([N:30]2[CH2:38][C:37]3[C:32](=[CH:33][CH:34]=[C:35](B4OC(C)(C)C(C)(C)O4)[CH:36]=3)[C:31]2=[O:48])[CH2:26][CH2:25]1, predict the reaction product. The product is: [F:1][C:2]1[C:7]([O:8][CH3:9])=[CH:6][C:5]([O:10][CH3:11])=[C:4]([F:12])[C:3]=1[C:13]1[N:18]=[C:17]2[NH:19][N:20]=[C:21]([C:35]3[CH:36]=[C:37]4[C:32](=[CH:33][CH:34]=3)[C:31](=[O:48])[N:30]([C@H:27]3[CH2:26][CH2:25][C@@H:24]([OH:23])[CH2:29][CH2:28]3)[CH2:38]4)[C:16]2=[CH:15][N:14]=1.